Predict the reaction yield, written as a fraction of the theoretical maximum amount of product (1.0 means a 100% yield; for example, 0.34 means a 34% yield). From a dataset of Reaction yield outcomes from USPTO patents with 853,638 reactions. (1) The reactants are C(Cl)(=O)C(Cl)=O.CS(C)=O.[C:11]([O:15][C:16]([N:18]1[CH2:22][C@H:21]([C:23]2[CH:28]=[CH:27][CH:26]=[CH:25][CH:24]=2)[C@@H:20]([CH2:29][OH:30])[CH2:19]1)=[O:17])([CH3:14])([CH3:13])[CH3:12].C(N(C(C)C)CC)(C)C. The catalyst is ClCCl. The product is [C:11]([O:15][C:16]([N:18]1[CH2:22][C@H:21]([C:23]2[CH:24]=[CH:25][CH:26]=[CH:27][CH:28]=2)[C@@H:20]([CH:29]=[O:30])[CH2:19]1)=[O:17])([CH3:14])([CH3:13])[CH3:12]. The yield is 0.700. (2) The reactants are CS(O[CH2:6][CH2:7][C:8]1[CH:13]=[CH:12][C:11]([C:14]2[CH:19]=[CH:18][CH:17]=[C:16]([N:20]3[C:25]4[N:26]=[CH:27][C:28]([F:30])=[CH:29][C:24]=4[C:23](=[O:31])[N:22]([C@H:32]4[CH2:37][CH2:36][C@@H:35]([NH:38][C:39]([C:41]5[N:42]=[C:43]6[CH:48]=[CH:47][C:46]([F:49])=[CH:45][N:44]6[CH:50]=5)=[O:40])[CH2:34][CH2:33]4)[C:21]3=[O:51])[CH:15]=2)=[CH:10][CH:9]=1)(=O)=O.[CH3:52][N:53]1[CH2:58][CH2:57][NH:56][CH2:55][CH2:54]1.C(=O)([O-])[O-].[K+].[K+].O. The catalyst is C(#N)C. The product is [F:49][C:46]1[CH:47]=[CH:48][C:43]2[N:44]([CH:50]=[C:41]([C:39]([NH:38][C@H:35]3[CH2:36][CH2:37][C@@H:32]([N:22]4[C:23](=[O:31])[C:24]5[CH:29]=[C:28]([F:30])[CH:27]=[N:26][C:25]=5[N:20]([C:16]5[CH:15]=[C:14]([C:11]6[CH:12]=[CH:13][C:8]([CH2:7][CH2:6][N:56]7[CH2:57][CH2:58][N:53]([CH3:52])[CH2:54][CH2:55]7)=[CH:9][CH:10]=6)[CH:19]=[CH:18][CH:17]=5)[C:21]4=[O:51])[CH2:33][CH2:34]3)=[O:40])[N:42]=2)[CH:45]=1. The yield is 0.150. (3) The product is [C:23]([C:5]1[CH:10]=[CH:9][C:8]([NH:11][C:12](=[O:14])[CH3:13])=[C:7]([F:15])[CH:6]=1)#[N:24]. The reactants are [C-]#N.[Na+].Br[C:5]1[CH:10]=[CH:9][C:8]([NH:11][C:12](=[O:14])[CH3:13])=[C:7]([F:15])[CH:6]=1.C1(C)C=CC=CC=1.[CH3:23][NH:24]CCNC. The catalyst is N.[Cu]I. The yield is 0.870. (4) The reactants are Cl.[CH3:2][C:3]1[C:11]([C:12](=[S:14])[NH2:13])=[C:6]2[CH:7]=[CH:8][CH:9]=[CH:10][N:5]2[N:4]=1.Cl[CH:16]([C:22](=O)[CH:23]1[CH2:28][CH2:27][O:26][CH2:25][CH2:24]1)[C:17]([O:19][CH2:20][CH3:21])=[O:18]. The catalyst is CC(O)C. The product is [CH3:2][C:3]1[C:11]([C:12]2[S:14][C:16]([C:17]([O:19][CH2:20][CH3:21])=[O:18])=[C:22]([CH:23]3[CH2:24][CH2:25][O:26][CH2:27][CH2:28]3)[N:13]=2)=[C:6]2[CH:7]=[CH:8][CH:9]=[CH:10][N:5]2[N:4]=1. The yield is 0.810. (5) The reactants are C[O:2][C:3](=[O:36])[CH:4]([CH2:24][CH:25]=[CH:26][CH2:27][P:28]([O:33]CC)([O:30][CH2:31][CH3:32])=[O:29])[CH2:5][C:6]([CH3:23])=[CH:7][CH2:8][C:9]1[C:10]([OH:22])=[C:11]2[C:15](=[C:16]([CH3:20])[C:17]=1[O:18][CH3:19])[CH2:14][O:13][C:12]2=[O:21].[OH-].[Li+]. The catalyst is CO.O. The product is [CH2:31]([O:30][P:28]([CH2:27][CH:26]=[CH:25][CH2:24][CH:4]([CH2:5][C:6]([CH3:23])=[CH:7][CH2:8][C:9]1[C:10]([OH:22])=[C:11]2[C:15](=[C:16]([CH3:20])[C:17]=1[O:18][CH3:19])[CH2:14][O:13][C:12]2=[O:21])[C:3]([OH:36])=[O:2])([OH:33])=[O:29])[CH3:32]. The yield is 0.890. (6) The product is [CH:5]1[C:4]2[C:9](=[CH:10][C:11]3[C:16]([C:3]=2[C:1]#[C:2][C:7]#[C:6][C:5]2[C:4]4[C:3]([CH:1]=[C:20]5[C:19]=2[CH:15]=[CH:14][CH:13]=[CH:12]5)=[CH:16][CH:11]=[CH:10][CH:9]=4)=[CH:15][CH:14]=[CH:13][CH:12]=3)[CH:8]=[CH:7][CH:6]=1. The reactants are [C:1]([C:3]1[C:4]2[C:9]([CH:10]=[C:11]3[C:16]=1[CH:15]=[CH:14][CH:13]=[CH:12]3)=[CH:8][CH:7]=[CH:6][CH:5]=2)#[CH:2].CN(C)[CH2:19][CH2:20]N(C)C. The yield is 0.872. The catalyst is CC(C)=O.[Cu]Cl. (7) The reactants are [CH3:1][O:2][C:3]1[CH:4]=[C:5]2[C:10](=[CH:11][C:12]=1[O:13][CH3:14])[N:9]=[CH:8][N:7]=[C:6]2[O:15][C:16]1[CH:22]=[CH:21][C:19]([NH2:20])=[CH:18][CH:17]=1.ClC(Cl)(O[C:27](=[O:33])[O:28][C:29](Cl)(Cl)Cl)Cl.[Cl:35][C:36]1[CH:41]=[CH:40][CH:39]=[CH:38][C:37]=1CO.C(=O)(O)[O-].[Na+]. The catalyst is C(Cl)Cl.C(N(CC)CC)C.C1(C)C=CC=CC=1. The product is [CH3:1][O:2][C:3]1[CH:4]=[C:5]2[C:10](=[CH:11][C:12]=1[O:13][CH3:14])[N:9]=[CH:8][N:7]=[C:6]2[O:15][C:16]1[CH:22]=[CH:21][C:19]([NH:20][C:27](=[O:33])[O:28][CH2:29][C:37]2[CH:38]=[CH:39][CH:40]=[CH:41][C:36]=2[Cl:35])=[CH:18][CH:17]=1. The yield is 1.00. (8) The reactants are [CH3:1][O:2][C:3]1[CH:8]=[CH:7][C:6]([N:9]2[C:13]3[C:14](=[O:31])[N:15]([C:18]4[CH:23]=[CH:22][C:21]([N:24]5[CH:29]=[CH:28][CH:27]=[CH:26][C:25]5=[O:30])=[CH:20][CH:19]=4)[CH2:16][CH2:17][C:12]=3[C:11]([C:32]([O:34]CC)=[O:33])=[N:10]2)=[CH:5][CH:4]=1.[OH-].[Li+].CO.Cl. The catalyst is O.C1COCC1. The product is [CH3:1][O:2][C:3]1[CH:8]=[CH:7][C:6]([N:9]2[C:13]3[C:14](=[O:31])[N:15]([C:18]4[CH:19]=[CH:20][C:21]([N:24]5[CH:29]=[CH:28][CH:27]=[CH:26][C:25]5=[O:30])=[CH:22][CH:23]=4)[CH2:16][CH2:17][C:12]=3[C:11]([C:32]([OH:34])=[O:33])=[N:10]2)=[CH:5][CH:4]=1. The yield is 0.790. (9) The product is [CH2:1]([N:8]1[CH2:14][CH:13]([C:15]2[CH:20]=[CH:19][C:18]([C:29]#[N:30])=[CH:17][CH:16]=2)[CH2:12][O:11][CH2:10][CH2:9]1)[C:2]1[CH:7]=[CH:6][CH:5]=[CH:4][CH:3]=1. The catalyst is [C-]#N.[C-]#N.[C-]#N.[C-]#N.[C-]#N.[C-]#N.O.O.O.[K+].[K+].[K+].[K+].[Fe+2].C([O-])(=O)C.[Pd+2].C([O-])(=O)C.C1(P([C-]2C=CC=C2)C2C=CC=CC=2)C=CC=CC=1.[CH-]1C=CC=C1.[Fe+2]. The yield is 0.790. The reactants are [CH2:1]([N:8]1[CH2:14][CH:13]([C:15]2[CH:20]=[CH:19][C:18](Br)=[CH:17][CH:16]=2)[CH2:12][O:11][CH2:10][CH2:9]1)[C:2]1[CH:7]=[CH:6][CH:5]=[CH:4][CH:3]=1.C(=O)([O-])[O-].[Na+].[Na+].O.[CH3:29][N:30]1CCCC1=O.